Dataset: Catalyst prediction with 721,799 reactions and 888 catalyst types from USPTO. Task: Predict which catalyst facilitates the given reaction. (1) Reactant: [N:1]1[CH:6]=[C:5]([CH3:7])[CH:4]=[CH:3][C:2]=1[CH3:8].ClC1C=C(C=CC=1)C(OO)=[O:14]. Product: [CH3:8][C:2]1[CH:3]=[CH:4][C:5]([CH3:7])=[CH:6][N+:1]=1[O-:14]. The catalyst class is: 22. (2) Reactant: [C:1]([C:3]1[CH:8]=[CH:7][C:6]([O:9][C:10]([F:13])([F:12])[F:11])=[CH:5][CH:4]=1)#[CH:2].[NH2:14][C:15]1[C:20](I)=[CH:19][C:18]([C:22]([CH3:29])([CH3:28])[C:23]([O:25][CH2:26][CH3:27])=[O:24])=[CH:17][C:16]=1[Br:30].C(N(CC)CC)C. Product: [NH2:14][C:15]1[C:20]([C:2]#[C:1][C:3]2[CH:4]=[CH:5][C:6]([O:9][C:10]([F:11])([F:12])[F:13])=[CH:7][CH:8]=2)=[CH:19][C:18]([C:22]([CH3:29])([CH3:28])[C:23]([O:25][CH2:26][CH3:27])=[O:24])=[CH:17][C:16]=1[Br:30]. The catalyst class is: 356. (3) Reactant: Cl[C:2]([C:5]1[CH:6]=[C:7]([CH:29]=[C:30]([OH:32])[CH:31]=1)[CH2:8][NH:9][CH2:10][C@@H:11]([OH:28])[C@@H:12]([NH:20]C(=O)OC(C)(C)C)[CH2:13][C:14]1[CH:19]=[CH:18][CH:17]=[CH:16][CH:15]=1)([CH3:4])[CH3:3].FC(F)(F)C(O)=O. Product: [NH2:20][C@@H:12]([CH2:13][C:14]1[CH:15]=[CH:16][CH:17]=[CH:18][CH:19]=1)[C@H:11]([OH:28])[CH2:10][NH:9][CH2:8][C:7]1[CH:29]=[C:30]([OH:32])[CH:31]=[C:5]([C:2]([CH3:4])=[CH2:3])[CH:6]=1. The catalyst class is: 2. (4) Reactant: [Br:1][C:2]1[C:3](Cl)=[N:4][C:5]([Cl:8])=[N:6][CH:7]=1.[NH3:10]. Product: [Br:1][C:2]1[C:3]([NH2:10])=[N:4][C:5]([Cl:8])=[N:6][CH:7]=1. The catalyst class is: 1. (5) Reactant: [Cl:1][C:2]1[C:3]([N:12]2[CH:16]=[C:15]([CH2:17][CH2:18][CH2:19][OH:20])[C:14]([CH:21]([CH3:23])[CH3:22])=[N:13]2)=[N:4][CH:5]=[C:6]([C:8]([F:11])([F:10])[F:9])[CH:7]=1.[CH2:24]([C:26]1[C:27](O)=[C:28]([CH2:32][C:33]([O:35][CH3:36])=[O:34])[CH:29]=[CH:30][CH:31]=1)[CH3:25].C(P(CCCC)CCCC)CCC.N(C(N1CCCCC1)=O)=NC(N1CCCCC1)=O. Product: [Cl:1][C:2]1[C:3]([N:12]2[CH:16]=[C:15]([CH2:17][CH2:18][CH2:19][O:20][C:27]3[C:26]([CH2:24][CH3:25])=[CH:31][CH:30]=[CH:29][C:28]=3[CH2:32][C:33]([O:35][CH3:36])=[O:34])[C:14]([CH:21]([CH3:23])[CH3:22])=[N:13]2)=[N:4][CH:5]=[C:6]([C:8]([F:10])([F:11])[F:9])[CH:7]=1. The catalyst class is: 7.